From a dataset of Full USPTO retrosynthesis dataset with 1.9M reactions from patents (1976-2016). Predict the reactants needed to synthesize the given product. (1) Given the product [Cl:1][C:2]1[CH:10]=[C:9]2[C:5]([C:6]([C:11]3[N:16]=[C:15]4[C:17]([C:28]([OH:30])=[O:29])=[CH:18][NH:19][C:14]4=[N:13][CH:12]=3)=[N:7][NH:8]2)=[CH:4][CH:3]=1, predict the reactants needed to synthesize it. The reactants are: [Cl:1][C:2]1[CH:10]=[C:9]2[C:5]([C:6]([C:11]3[N:16]=[C:15]4[C:17]([C:28]([O:30]C)=[O:29])=[CH:18][N:19](COC(=O)C(C)(C)C)[C:14]4=[N:13][CH:12]=3)=[N:7][NH:8]2)=[CH:4][CH:3]=1.[OH-].[K+]. (2) Given the product [C@H:1]1([NH:10][C:11]2[CH:20]=[CH:19][C:18]3[C:13](=[CH:14][CH:15]=[CH:16][C:17]=3[O:22][CH2:23][CH2:24][S:25][CH3:26])[N:12]=2)[C:9]2[C:4](=[CH:5][CH:6]=[CH:7][CH:8]=2)[CH2:3][CH2:2]1, predict the reactants needed to synthesize it. The reactants are: [C@H:1]1([NH:10][C:11]2[CH:20]=[CH:19][C:18]3[C:13](=[CH:14][CH:15]=[CH:16][C:17]=3I)[N:12]=2)[C:9]2[C:4](=[CH:5][CH:6]=[CH:7][CH:8]=2)[CH2:3][CH2:2]1.[OH:22][CH2:23][CH2:24][S:25][CH3:26].C(=O)([O-])[O-].[Cs+].[Cs+].N1C2C(=CC=C3C=2N=CC=C3)C=CC=1. (3) The reactants are: [C:1]([O:5][C:6](=[O:31])[N:7]([CH:9]1[CH2:14][CH2:13][CH:12]([NH:15][CH2:16][C:17]2[CH:22]=[C:21]([C:23]3[CH:28]=[CH:27][N:26]=[CH:25][CH:24]=3)[CH:20]=[C:19]([O:29][CH3:30])[CH:18]=2)[CH2:11][CH2:10]1)[CH3:8])([CH3:4])([CH3:3])[CH3:2].[Cl:32][C:33]1[C:34]2[C:44]([F:45])=[CH:43][CH:42]=[C:41]([F:46])[C:35]=2[S:36][C:37]=1[C:38](Cl)=[O:39]. Given the product [C:1]([O:5][C:6](=[O:31])[N:7]([CH:9]1[CH2:10][CH2:11][CH:12]([N:15]([C:38]([C:37]2[S:36][C:35]3[C:41]([F:46])=[CH:42][CH:43]=[C:44]([F:45])[C:34]=3[C:33]=2[Cl:32])=[O:39])[CH2:16][C:17]2[CH:22]=[C:21]([C:23]3[CH:24]=[CH:25][N:26]=[CH:27][CH:28]=3)[CH:20]=[C:19]([O:29][CH3:30])[CH:18]=2)[CH2:13][CH2:14]1)[CH3:8])([CH3:4])([CH3:3])[CH3:2], predict the reactants needed to synthesize it. (4) Given the product [Cl:11][C:6]1[CH:5]=[C:4]([CH:9]=[C:8]([O:10][CH2:14][C:15]2[CH:16]=[N:17][CH:18]=[CH:19][CH:20]=2)[CH:7]=1)[C:3]([OH:2])=[O:12], predict the reactants needed to synthesize it. The reactants are: C[O:2][C:3](=[O:12])[C:4]1[CH:9]=[C:8]([OH:10])[CH:7]=[C:6]([Cl:11])[CH:5]=1.O[CH2:14][C:15]1[CH:16]=[N:17][CH:18]=[CH:19][CH:20]=1.C1(P(C2C=CC=CC=2)C2C=CC=CC=2)C=CC=CC=1.CCOC(/N=N/C(OCC)=O)=O. (5) Given the product [CH3:1][C:2]1([CH3:13])[CH:10]2[CH:5]([CH:6]([NH2:11])[CH2:7][CH2:8][CH2:9]2)[CH:4]([CH3:12])[CH2:3]1, predict the reactants needed to synthesize it. The reactants are: [CH3:1][C:2]1([CH3:13])[C:10]2[C:5](=[C:6]([NH2:11])[CH:7]=[CH:8][CH:9]=2)[CH:4]([CH3:12])[CH2:3]1.[H][H]. (6) Given the product [CH3:19][N:18]([CH3:20])/[CH:15]=[C:10](/[C:6]1[CH:7]=[CH:8][CH:9]=[C:4]([N+:1]([O-:3])=[O:2])[CH:5]=1)\[C:11]#[N:12], predict the reactants needed to synthesize it. The reactants are: [N+:1]([C:4]1[CH:5]=[C:6]([CH2:10][C:11]#[N:12])[CH:7]=[CH:8][CH:9]=1)([O-:3])=[O:2].CO[CH:15]([N:18]([CH3:20])[CH3:19])OC.CCCCCC.